Dataset: Peptide-MHC class I binding affinity with 185,985 pairs from IEDB/IMGT. Task: Regression. Given a peptide amino acid sequence and an MHC pseudo amino acid sequence, predict their binding affinity value. This is MHC class I binding data. (1) The MHC is HLA-A11:01 with pseudo-sequence HLA-A11:01. The binding affinity (normalized) is 0.223. The peptide sequence is DFSKSTSPTR. (2) The MHC is HLA-B35:01 with pseudo-sequence HLA-B35:01. The binding affinity (normalized) is 0.427. The peptide sequence is TPQVPLRPM. (3) The peptide sequence is EAPEMPALY. The MHC is HLA-A26:01 with pseudo-sequence HLA-A26:01. The binding affinity (normalized) is 0.410. (4) The peptide sequence is LFLIVAALVF. The MHC is HLA-A26:01 with pseudo-sequence HLA-A26:01. The binding affinity (normalized) is 0.319.